This data is from Catalyst prediction with 721,799 reactions and 888 catalyst types from USPTO. The task is: Predict which catalyst facilitates the given reaction. (1) Product: [CH3:6][O:7][C:8]1[C:9]([NH:24][C:25]2[N:30]=[C:29]([C:31]3[CH:32]=[N:33][N:34]4[CH2:39][CH2:38][CH2:37][CH2:36][C:35]=34)[CH:28]=[CH:27][N:26]=2)=[CH:10][C:11]([NH:23][C:1](=[O:4])[CH:2]=[CH2:3])=[C:12]([N:14]2[CH2:15][C:16]3([N:21]([CH3:22])[CH2:20][CH2:19][CH2:18]3)[CH2:17]2)[CH:13]=1. Reactant: [C:1](Cl)(=[O:4])[CH:2]=[CH2:3].[CH3:6][O:7][C:8]1[CH:13]=[C:12]([N:14]2[CH2:17][C:16]3([N:21]([CH3:22])[CH2:20][CH2:19][CH2:18]3)[CH2:15]2)[C:11]([NH2:23])=[CH:10][C:9]=1[NH:24][C:25]1[N:30]=[C:29]([C:31]2[CH:32]=[N:33][N:34]3[CH2:39][CH2:38][CH2:37][CH2:36][C:35]=23)[CH:28]=[CH:27][N:26]=1.CCN(C(C)C)C(C)C. The catalyst class is: 2. (2) Reactant: [C:1]([NH:4][C:5]1[CH:10]=[C:9]([Sn](C)(C)C)[N:8]=[C:7]([C:15]([O:17][CH3:18])=[O:16])[C:6]=1[Cl:19])(=[O:3])[CH3:2].[F:20][C:21]1[C:27]([F:28])=[C:26](I)[C:25]([F:30])=[CH:24][C:22]=1[NH2:23].[F-].[K+]. Product: [C:1]([NH:4][C:5]1[CH:10]=[C:9]([C:26]2[C:25]([F:30])=[CH:24][C:22]([NH2:23])=[C:21]([F:20])[C:27]=2[F:28])[N:8]=[C:7]([C:15]([O:17][CH3:18])=[O:16])[C:6]=1[Cl:19])(=[O:3])[CH3:2]. The catalyst class is: 538. (3) Reactant: [CH:1]1[C:10]2[C:5](=[CH:6][CH:7]=[CH:8][CH:9]=2)[CH:4]=[CH:3][C:2]=1[SH:11].[H-].[Na+].[C:14]1(=[O:19])[O:18][CH2:17][CH2:16][CH2:15]1. Product: [CH:1]1[C:10]2[C:5](=[CH:6][CH:7]=[CH:8][CH:9]=2)[CH:4]=[CH:3][C:2]=1[S:11][CH2:17][CH2:16][CH2:15][C:14]([OH:19])=[O:18]. The catalyst class is: 39. (4) Reactant: [C:1]([N:4]1[C:13]2[C:8](=[CH:9][C:10]([C:15]([O:17]C)=[O:16])=[C:11]([F:14])[CH:12]=2)[C@H:7]([NH:19][C:20]2[N:25]=[C:24]([CH3:26])[CH:23]=[CH:22][N:21]=2)[C@@H:6]([CH3:27])[C@@H:5]1[CH:28]1[CH2:30][CH2:29]1)(=[O:3])[CH3:2].[OH-].[Li+].Cl.CO.C(Cl)Cl. Product: [C:1]([N:4]1[C:13]2[C:8](=[CH:9][C:10]([C:15]([OH:17])=[O:16])=[C:11]([F:14])[CH:12]=2)[C@H:7]([NH:19][C:20]2[N:25]=[C:24]([CH3:26])[CH:23]=[CH:22][N:21]=2)[C@@H:6]([CH3:27])[C@@H:5]1[CH:28]1[CH2:29][CH2:30]1)(=[O:3])[CH3:2]. The catalyst class is: 30. (5) Product: [Cl:1][C:2]1[CH:10]=[CH:9][C:8]2[N:7](/[CH:11]=[C:12](/[C:15]3[CH:20]=[CH:19][C:18]([O:21][CH3:22])=[CH:17][CH:16]=3)\[CH3:13])[C:6]3[CH2:23][CH2:24][N:25]([CH3:27])[CH2:26][C:5]=3[C:4]=2[CH:3]=1.[Cl:1][C:2]1[CH:10]=[CH:9][C:8]2[N:7]([CH2:11][C:12]([C:15]3[CH:20]=[CH:19][C:18]([O:21][CH3:22])=[CH:17][CH:16]=3)=[CH2:13])[C:6]3[CH2:23][CH2:24][N:25]([CH3:27])[CH2:26][C:5]=3[C:4]=2[CH:3]=1. The catalyst class is: 6. Reactant: [Cl:1][C:2]1[CH:10]=[CH:9][C:8]2[N:7]([CH2:11][C:12]([C:15]3[CH:20]=[CH:19][C:18]([O:21][CH3:22])=[CH:17][CH:16]=3)(O)[CH3:13])[C:6]3[CH2:23][CH2:24][N:25]([CH3:27])[CH2:26][C:5]=3[C:4]=2[CH:3]=1.S(=O)(=O)(O)O.